This data is from Forward reaction prediction with 1.9M reactions from USPTO patents (1976-2016). The task is: Predict the product of the given reaction. (1) Given the reactants [CH2:1]([N:8]1[CH2:13][CH:12]=[CH:11][CH2:10][CH2:9]1)[C:2]1[CH:7]=[CH:6][CH:5]=[CH:4][CH:3]=1.C1C(=O)N(Br)C(=[O:17])C1.[OH-].[Na+], predict the reaction product. The product is: [CH2:1]([N:8]1[CH2:9][CH2:10][CH:11]2[CH:12]([O:17]2)[CH2:13]1)[C:2]1[CH:7]=[CH:6][CH:5]=[CH:4][CH:3]=1. (2) Given the reactants C(OC(=O)[NH:7][CH2:8][CH:9]1[CH2:14][CH2:13][N:12]([C:15]2[N:19]=[C:18]([C:20]([Cl:23])([Cl:22])[Cl:21])[O:17][N:16]=2)[CH2:11][CH2:10]1)(C)(C)C.[F:25][C:26]([F:31])([F:30])[C:27]([OH:29])=[O:28], predict the reaction product. The product is: [F:25][C:26]([F:31])([F:30])[C:27]([OH:29])=[O:28].[Cl:23][C:20]([Cl:21])([Cl:22])[C:18]1[O:17][N:16]=[C:15]([N:12]2[CH2:13][CH2:14][CH:9]([CH2:8][NH2:7])[CH2:10][CH2:11]2)[N:19]=1. (3) Given the reactants CS[C:3]1[S:4]/[C:5](=[CH:9]\[C:10]2[CH:11]=[C:12]3[C:17](=[CH:18][CH:19]=2)[N:16]=[CH:15][CH:14]=[CH:13]3)/[C:6](=[O:8])[N:7]=1.[CH3:20][NH2:21], predict the reaction product. The product is: [CH3:20][NH:21][C:3]1[S:4]/[C:5](=[CH:9]\[C:10]2[CH:11]=[C:12]3[C:17](=[CH:18][CH:19]=2)[N:16]=[CH:15][CH:14]=[CH:13]3)/[C:6](=[O:8])[N:7]=1. (4) Given the reactants [Cl:1][C:2]1[C:7]([Cl:8])=[C:6]([OH:9])[CH:5]=[CH:4][C:3]=1[CH:10]([CH3:25])[C:11]([C:17]1[CH:18]=[CH:19][C:20](=[O:24])[N:21]([CH3:23])[CH:22]=1)([OH:16])[C:12]([F:15])([F:14])[F:13].[CH3:26][O:27][C:28](N1C=CC(Cl)=CN1)=[O:29].[CH2:37]1[N:42]2CC[N:39]([CH2:40][CH2:41]2)[CH2:38]1, predict the reaction product. The product is: [CH3:26][O:27][C:28]([C:40]1[CH:41]=[N:42][C:37]([O:9][C:6]2[CH:5]=[CH:4][C:3]([CH:10]([CH3:25])[C:11]([OH:16])([C:17]3[CH:18]=[CH:19][C:20](=[O:24])[N:21]([CH3:23])[CH:22]=3)[C:12]([F:15])([F:13])[F:14])=[C:2]([Cl:1])[C:7]=2[Cl:8])=[CH:38][N:39]=1)=[O:29]. (5) Given the reactants [CH2:1]([S:3]([C:6]1[CH:7]=[C:8]([C:12]2[CH:20]=[CH:19][C:18]([OH:21])=[C:17]3[C:13]=2[C:14]2[CH:25]=[C:24]([CH3:26])[CH:23]=[N:22][C:15]=2[NH:16]3)[CH:9]=[CH:10][CH:11]=1)(=[O:5])=[O:4])[CH3:2].Br[CH2:28][CH2:29][OH:30].C(S(C1C=C(C2C=CC(OCCCN(C)C)=C3C=2C2C=C(C)C=NC=2N3)C=CC=1)(=O)=O)C, predict the reaction product. The product is: [CH2:1]([S:3]([C:6]1[CH:7]=[C:8]([C:12]2[CH:20]=[CH:19][C:18]([O:21][CH2:28][CH2:29][OH:30])=[C:17]3[C:13]=2[C:14]2[CH:25]=[C:24]([CH3:26])[CH:23]=[N:22][C:15]=2[NH:16]3)[CH:9]=[CH:10][CH:11]=1)(=[O:5])=[O:4])[CH3:2]. (6) Given the reactants C([N:8]1[CH2:12][C@H:11]2[C@@H:13]([N:16]([CH:30]3[CH2:32][CH2:31]3)[S:17]([C:20]3[CH:25]=[CH:24][CH:23]=[C:22]([C:26]([F:29])([F:28])[F:27])[CH:21]=3)(=[O:19])=[O:18])[CH2:14][CH2:15][C@H:10]2[CH2:9]1)C1C=CC=CC=1, predict the reaction product. The product is: [CH:30]1([N:16]([C@@H:13]2[C@H:11]3[C@H:10]([CH2:9][NH:8][CH2:12]3)[CH2:15][CH2:14]2)[S:17]([C:20]2[CH:25]=[CH:24][CH:23]=[C:22]([C:26]([F:28])([F:27])[F:29])[CH:21]=2)(=[O:18])=[O:19])[CH2:31][CH2:32]1. (7) Given the reactants [NH2:1][C:2]1[N:6]([C:7]2[CH:12]=[CH:11][CH:10]=[CH:9][CH:8]=2)[N:5]=[C:4]([CH2:13][CH3:14])[C:3]=1[C:15]([OH:17])=[O:16].CN(C(O[N:26]1[N:34]=[N:33][C:28]2[CH:29]=[CH:30][CH:31]=[N:32][C:27]1=2)=[N+](C)C)C.F[P-](F)(F)(F)(F)F.C1C=NC2N(O)N=NC=2C=1.CCN(C(C)C)C(C)C, predict the reaction product. The product is: [CH2:13]([C:4]1[C:3]([C:15]([O:17][N:26]2[C:27]3=[N:32][CH:31]=[CH:30][CH:29]=[C:28]3[N:33]=[N:34]2)=[O:16])=[C:2]([NH2:1])[N:6]([C:7]2[CH:12]=[CH:11][CH:10]=[CH:9][CH:8]=2)[N:5]=1)[CH3:14]. (8) Given the reactants Cl.[CH2:2]([NH2:5])[C:3]#[CH:4].N1C=CC=CC=1.[N+:12]([C:15]1[CH:23]=[CH:22][C:18]([C:19](Cl)=[O:20])=[CH:17][CH:16]=1)([O-:14])=[O:13], predict the reaction product. The product is: [N+:12]([C:15]1[CH:23]=[CH:22][C:18]([C:19]([NH:5][CH2:2][C:3]#[CH:4])=[O:20])=[CH:17][CH:16]=1)([O-:14])=[O:13]. (9) Given the reactants [C:1]([O:5][C:6]([N:8]1[CH2:13][CH2:12][C:11]([C:15]2[CH:20]=[C:19]([Cl:21])[CH:18]=[CH:17][C:16]=2[O:22][CH3:23])(O)[CH2:10][CH2:9]1)=[O:7])([CH3:4])(C)C.Cl.C(=O)([O-])[O-].[Na+].[Na+].C(Cl)(=O)OC[C:34]1[CH:39]=[CH:38]C=[CH:36][CH:35]=1.C([SiH](CC)CC)C.FC(F)(F)C(O)=O, predict the reaction product. The product is: [Cl:21][C:19]1[CH:18]=[CH:17][C:16]([O:22][CH3:23])=[C:15]([CH:11]2[CH2:10][CH2:9][N:8]([C:6]([O:5][CH2:1][C:4]3[CH:38]=[CH:39][CH:34]=[CH:35][CH:36]=3)=[O:7])[CH2:13][CH2:12]2)[CH:20]=1. (10) Given the reactants [Na].[NH:2]1[C:6]([C:7]2[CH:8]=[C:9]([N:13]3[C:19](=[O:20])[CH2:18][C:17](=[O:21])[NH:16][C:15]4[C:22]5[CH2:23][CH2:24][CH2:25][C:26]=5[CH:27]=[CH:28][C:14]3=4)[CH:10]=[CH:11][CH:12]=2)=[N:5][N:4]=[N:3]1.[CH3:29]I.O, predict the reaction product. The product is: [CH3:29][N:4]1[N:3]=[N:2][C:6]([C:7]2[CH:8]=[C:9]([N:13]3[C:19](=[O:20])[CH2:18][C:17](=[O:21])[NH:16][C:15]4[C:22]5[CH2:23][CH2:24][CH2:25][C:26]=5[CH:27]=[CH:28][C:14]3=4)[CH:10]=[CH:11][CH:12]=2)=[N:5]1.[CH3:29][N:5]1[C:6]([C:7]2[CH:8]=[C:9]([N:13]3[C:19](=[O:20])[CH2:18][C:17](=[O:21])[NH:16][C:15]4[C:22]5[CH2:23][CH2:24][CH2:25][C:26]=5[CH:27]=[CH:28][C:14]3=4)[CH:10]=[CH:11][CH:12]=2)=[N:2][N:3]=[N:4]1.